Dataset: Reaction yield outcomes from USPTO patents with 853,638 reactions. Task: Predict the reaction yield, written as a fraction of the theoretical maximum amount of product (1.0 means a 100% yield; for example, 0.34 means a 34% yield). (1) The reactants are FC(F)(F)C([NH:5][C:6]1[CH:11]=[CH:10][C:9]([CH2:12][CH:13]2[CH2:18][CH2:17][N:16]([S:19]([C:22]3[CH:27]=[CH:26][CH:25]=[CH:24][CH:23]=3)(=[O:21])=[O:20])[CH2:15][CH2:14]2)=[CH:8][CH:7]=1)=O.[OH-].[Li+]. The catalyst is CO.O. The product is [C:22]1([S:19]([N:16]2[CH2:17][CH2:18][CH:13]([CH2:12][C:9]3[CH:8]=[CH:7][C:6]([NH2:5])=[CH:11][CH:10]=3)[CH2:14][CH2:15]2)(=[O:20])=[O:21])[CH:27]=[CH:26][CH:25]=[CH:24][CH:23]=1. The yield is 0.830. (2) The reactants are [CH3:1][C:2]1[C:6]2[C:7](=[O:20])[N:8]([CH2:12][CH2:13][N:14]3[CH2:19][CH2:18][O:17][CH2:16][CH2:15]3)[CH2:9][CH2:10][CH2:11][C:5]=2[NH:4][C:3]=1[CH:21]=O.[Cl:23][C:24]1[CH:29]=[CH:28][CH:27]=[C:26]([Cl:30])[C:25]=1[CH2:31][S:32]([C:35]1[CH:36]=[C:37]2[C:41](=[CH:42][CH:43]=1)[NH:40][C:39](=[O:44])[CH2:38]2)(=[O:34])=[O:33].N1CCCCC1. The catalyst is C(O)C. The product is [Cl:23][C:24]1[CH:29]=[CH:28][CH:27]=[C:26]([Cl:30])[C:25]=1[CH2:31][S:32]([C:35]1[CH:36]=[C:37]2[C:41](=[CH:42][CH:43]=1)[NH:40][C:39](=[O:44])/[C:38]/2=[CH:21]\[C:3]1[NH:4][C:5]2[CH2:11][CH2:10][CH2:9][N:8]([CH2:12][CH2:13][N:14]3[CH2:19][CH2:18][O:17][CH2:16][CH2:15]3)[C:7](=[O:20])[C:6]=2[C:2]=1[CH3:1])(=[O:33])=[O:34]. The yield is 0.880. (3) The reactants are [CH3:1][CH2:2][CH2:3][CH2:4][CH2:5][CH2:6][CH2:7][CH2:8][CH2:9][CH2:10][CH2:11][CH2:12][O:13][C:14]([CH:16]([N:18]([CH3:20])[CH3:19])[CH3:17])=[O:15].[C:21]([OH:33])(=[O:32])[CH2:22][C:23]([CH2:28][C:29]([OH:31])=[O:30])([C:25]([OH:27])=[O:26])[OH:24]. The catalyst is CO. The product is [C:21]([OH:33])(=[O:32])[CH2:22][C:23]([CH2:28][C:29]([OH:31])=[O:30])([C:25]([OH:27])=[O:26])[OH:24].[CH3:19][N:18]([CH3:20])[CH:16]([CH3:17])[C:14]([O:13][CH2:12][CH2:11][CH2:10][CH2:9][CH2:8][CH2:7][CH2:6][CH2:5][CH2:4][CH2:3][CH2:2][CH3:1])=[O:15]. The yield is 0.956. (4) The reactants are [F:1][C:2]1[CH:10]=[CH:9][C:5]([C:6]([OH:8])=O)=[CH:4][C:3]=1[NH:11][CH2:12][C:13]1[S:17][C:16]([NH:18][C:19]2[CH:24]=[CH:23][CH:22]=[CH:21][N:20]=2)=[N:15][CH:14]=1.CN(C(ON1N=NC2C=CC=NC1=2)=[N+](C)C)C.F[P-](F)(F)(F)(F)F.[F:49][C:50]([F:55])([CH2:53][NH2:54])[CH2:51][NH2:52].CCN(C(C)C)C(C)C. The catalyst is CN(C=O)C.C1COCC1.C(Cl)Cl. The product is [NH2:52][CH2:51][C:50]([F:55])([F:49])[CH2:53][NH:54][C:6](=[O:8])[C:5]1[CH:9]=[CH:10][C:2]([F:1])=[C:3]([NH:11][CH2:12][C:13]2[S:17][C:16]([NH:18][C:19]3[CH:24]=[CH:23][CH:22]=[CH:21][N:20]=3)=[N:15][CH:14]=2)[CH:4]=1. The yield is 0.650.